From a dataset of Reaction yield outcomes from USPTO patents with 853,638 reactions. Predict the reaction yield, written as a fraction of the theoretical maximum amount of product (1.0 means a 100% yield; for example, 0.34 means a 34% yield). The reactants are [Br:1][C:2]1[CH:10]=[CH:9][CH:8]=[C:7]2[C:3]=1C=C[N:6]2[CH2:11][CH2:12][CH2:13][CH2:14][CH3:15].BrN1C(=[O:22])CCC1=O.C([O:27][CH2:28][CH3:29])(=O)C.O. The catalyst is CS(C)=O. The product is [Br:1][C:2]1[CH:10]=[CH:9][CH:8]=[C:7]2[C:3]=1[C:28](=[O:27])[C:29](=[O:22])[N:6]2[CH2:11][CH2:12][CH2:13][CH2:14][CH3:15]. The yield is 0.920.